This data is from Reaction yield outcomes from USPTO patents with 853,638 reactions. The task is: Predict the reaction yield, written as a fraction of the theoretical maximum amount of product (1.0 means a 100% yield; for example, 0.34 means a 34% yield). (1) The reactants are [Na].Cl[C:3]1[CH:4]=[CH:5][C:6]([N+:10]([O-:12])=[O:11])=[C:7]([CH:9]=1)[NH2:8].[CH2:13]([OH:15])[CH3:14]. No catalyst specified. The product is [CH2:13]([O:15][C:3]1[CH:4]=[CH:5][C:6]([N+:10]([O-:12])=[O:11])=[C:7]([CH:9]=1)[NH2:8])[CH3:14]. The yield is 0.940. (2) The reactants are [NH2:1][C@@H:2]([CH2:6][OH:7])[C:3]([O-:5])=[O:4].[C:8]([Cl:11])(=O)[CH3:9]. The catalyst is C(O)C. The product is [ClH:11].[NH2:1][C@@H:2]([CH2:6][OH:7])[C:3]([O:5][CH2:8][CH3:9])=[O:4]. The yield is 0.650. (3) The reactants are [CH3:1][O:2][C:3]1[CH:4]=[CH:5][C:6]2[NH:11][CH2:10][C:9](=[O:12])[NH:8][C:7]=2[N:13]=1.C(=O)(O)[O-].[Na+].Cl[C:20]([O:22][CH2:23][C:24]1[CH:29]=[CH:28][CH:27]=[CH:26][CH:25]=1)=[O:21]. The catalyst is C(OCC)(=O)C. The product is [CH3:1][O:2][C:3]1[CH:4]=[CH:5][C:6]2[N:11]([C:20]([O:22][CH2:23][C:24]3[CH:29]=[CH:28][CH:27]=[CH:26][CH:25]=3)=[O:21])[CH2:10][C:9](=[O:12])[NH:8][C:7]=2[N:13]=1. The yield is 0.990.